Task: Predict the reactants needed to synthesize the given product.. Dataset: Full USPTO retrosynthesis dataset with 1.9M reactions from patents (1976-2016) Given the product [F:1][C:2]1[C:7]([O:8][CH3:9])=[CH:6][C:5]([O:10][CH3:11])=[C:4]([F:12])[C:3]=1[C:13]1[N:18]=[CH:17][C:16]2[C:19]([C:38]3[CH:39]=[C:40]4[C:35](=[CH:36][CH:37]=3)[C:34](=[O:51])[N:33]([CH2:32][CH2:31][O:30][CH3:29])[CH2:41]4)=[N:20][NH:21][C:15]=2[CH:14]=1, predict the reactants needed to synthesize it. The reactants are: [F:1][C:2]1[C:7]([O:8][CH3:9])=[CH:6][C:5]([O:10][CH3:11])=[C:4]([F:12])[C:3]=1[C:13]1[N:18]=[CH:17][C:16]2[C:19](I)=[N:20][N:21](C3CCCCO3)[C:15]=2[CH:14]=1.[CH3:29][O:30][CH2:31][CH2:32][N:33]1[CH2:41][C:40]2[C:35](=[CH:36][CH:37]=[C:38](B3OC(C)(C)C(C)(C)O3)[CH:39]=2)[C:34]1=[O:51].